Dataset: Reaction yield outcomes from USPTO patents with 853,638 reactions. Task: Predict the reaction yield, written as a fraction of the theoretical maximum amount of product (1.0 means a 100% yield; for example, 0.34 means a 34% yield). (1) The reactants are [CH2:1]([O:3][C:4]([C:6]1[S:10][C:9]([NH2:11])=[N:8][C:7]=1[CH3:12])=[O:5])[CH3:2].[C:13]([O:17][C:18]([O:20]C(OC(C)(C)C)=O)=[O:19])([CH3:16])([CH3:15])[CH3:14]. The catalyst is CN(C)C1C=CN=CC=1.O1CCCC1. The product is [CH2:1]([O:3][C:4]([C:6]1[S:10][C:9]([NH:11][O:20][C:18]([O:17][C:13]([CH3:16])([CH3:15])[CH3:14])=[O:19])=[N:8][C:7]=1[CH3:12])=[O:5])[CH3:2]. The yield is 0.720. (2) The reactants are [F:1][CH2:2][C:3]1[N:8]=[C:7]([C:9]#[C:10][CH2:11][CH2:12][NH:13][CH3:14])[CH:6]=[CH:5][CH:4]=1.[Cl:15][C:16]1[CH:24]=[CH:23][CH:22]=[C:21]([Cl:25])[C:17]=1[C:18](Cl)=[O:19]. No catalyst specified. The product is [Cl:15][C:16]1[CH:24]=[CH:23][CH:22]=[C:21]([Cl:25])[C:17]=1[C:18]([N:13]([CH2:12][CH2:11][C:10]#[C:9][C:7]1[CH:6]=[CH:5][CH:4]=[C:3]([CH2:2][F:1])[N:8]=1)[CH3:14])=[O:19]. The yield is 0.0500. (3) The catalyst is C(O)C.CN(C=O)C. The reactants are [N:1]1[CH:6]=[CH:5][CH:4]=[CH:3][C:2]=1[NH:7][C:8]1[S:9][C:10]([CH:13]=[O:14])=[CH:11][N:12]=1.[BH4-].[K+]. The product is [N:1]1[CH:6]=[CH:5][CH:4]=[CH:3][C:2]=1[NH:7][C:8]1[S:9][C:10]([CH2:13][OH:14])=[CH:11][N:12]=1. The yield is 0.930. (4) The reactants are [N+:1]([C:4]1[C:13]2[C:8](=[CH:9][CH:10]=[CH:11][CH:12]=2)[C:7]([O:14][CH:15]([C:17]2[CH:22]=[CH:21][N:20]=[C:19]([NH2:23])[CH:18]=2)[CH3:16])=[CH:6][CH:5]=1)([O-])=O.[H][H]. The catalyst is CO.CC(O)=O.[Pt]. The product is [NH2:1][C:4]1[C:13]2[C:8](=[CH:9][CH:10]=[CH:11][CH:12]=2)[C:7]([O:14][CH:15]([C:17]2[CH:22]=[CH:21][N:20]=[C:19]([NH2:23])[CH:18]=2)[CH3:16])=[CH:6][CH:5]=1. The yield is 0.990. (5) The reactants are [Na+].[CH2:2]([O:4][C:5](=[O:14])[CH2:6][CH2:7][C:8]([CH3:13])([CH3:12])[C:9]([O-])=[O:10])[CH3:3].C(OC(Cl)=O)(C)C.[BH4-].[Na+].[Cl-].[NH4+]. The catalyst is C1COCC1.CN(C=O)C.C(OCC)(=O)C.CO. The product is [OH:10][CH2:9][C:8]([CH3:12])([CH3:13])[CH2:7][CH2:6][C:5]([O:4][CH2:2][CH3:3])=[O:14]. The yield is 0.750. (6) The reactants are [NH2:1][C:2]1[CH:9]=[CH:8][C:7]([CH3:10])=[CH:6][C:3]=1[C:4]#[N:5].C([O-])([O-])=O.[Na+].[Na+].Cl[C:18]([O:20][CH3:21])=[O:19]. No catalyst specified. The product is [C:4]([C:3]1[CH:6]=[C:7]([CH3:10])[CH:8]=[CH:9][C:2]=1[NH:1][C:18](=[O:19])[O:20][CH3:21])#[N:5]. The yield is 0.520. (7) The yield is 0.123. The catalyst is C(#N)C.O.C([O-])(=O)C.[Pd+2].C([O-])(=O)C.C1(P(C2CCCCC2)C2C=CC=CC=2C2C(OC)=CC=CC=2OC)CCCCC1. The reactants are [Cl:1][C:2]1[N:7]=[C:6](Cl)[C:5]([NH2:9])=[CH:4][N:3]=1.OP([O-])([O-])=O.[K+].[K+].[C:17]([O:20][CH2:21][CH3:22])(=O)[CH3:18]. The product is [Cl:1][C:2]1[N:7]=[C:6](/[CH:18]=[CH:17]/[O:20][CH2:21][CH3:22])[C:5]([NH2:9])=[CH:4][N:3]=1. (8) The yield is 0.420. No catalyst specified. The reactants are [F:1][CH:2]([F:11])[C:3]1([C:6](=[O:10])[CH2:7][C:8]#[N:9])[CH2:5][CH2:4]1.CC1(C(=O)CC#[N:19])CC1. The product is [F:1][CH:2]([F:11])[C:3]1([C:6]2[O:10][N:9]=[C:8]([NH2:19])[CH:7]=2)[CH2:5][CH2:4]1.